This data is from CYP2D6 inhibition data for predicting drug metabolism from PubChem BioAssay. The task is: Regression/Classification. Given a drug SMILES string, predict its absorption, distribution, metabolism, or excretion properties. Task type varies by dataset: regression for continuous measurements (e.g., permeability, clearance, half-life) or binary classification for categorical outcomes (e.g., BBB penetration, CYP inhibition). Dataset: cyp2d6_veith. (1) The molecule is COc1cccc(Cn2c(=O)c(-c3ccc(F)cc3)nc3cnc(N(C)C)nc32)c1. The result is 0 (non-inhibitor). (2) The drug is CCOC(=O)Cn1nc(Cc2ccccc2)c2ccccc2c1=O. The result is 0 (non-inhibitor). (3) The result is 0 (non-inhibitor). The molecule is COc1ccc(NC(=O)N2CC3(CCN(S(=O)(=O)c4ccccc4)CC3)C2)cc1. (4) The drug is Cc1ccc(S(=O)(=O)/N=C(\c2ccc(Cl)cc2)N2CCOCC2)cc1. The result is 0 (non-inhibitor). (5) The molecule is COc1cc2c(cc1OC)C1Cc3c(cnc4c(-c5ccc(F)cc5)cnn34)C(=O)N1CC2. The result is 0 (non-inhibitor). (6) The molecule is C[C@H]1CCC/C=C\[C@H]2C[C@@H](O)C[C@]2(O)C/C=C\C(=O)O1. The result is 0 (non-inhibitor).